This data is from Forward reaction prediction with 1.9M reactions from USPTO patents (1976-2016). The task is: Predict the product of the given reaction. (1) Given the reactants P(O[CH2:10][C:11]1[CH:16]=[CH:15][CH:14]=[CH:13][CH:12]=1)(OCC)(OCC)=O.[CH:17]([C:19]1[C:20](B(O)O)=[CH:21][S:22][CH:23]=1)=[O:18].ClC1C=CC(CC2SC(C=O)=CC=2)=CC=1, predict the reaction product. The product is: [CH2:10]([C:20]1[C:19]([CH:17]=[O:18])=[CH:23][S:22][CH:21]=1)[C:11]1[CH:12]=[CH:13][CH:14]=[CH:15][CH:16]=1. (2) Given the reactants [Li+].CC([N-]C(C)C)C.[N+](C1C=CC(CP(=O)(OCC)OCC)=CC=1)([O-])=O.IC.[N+:29]([C:32]1[CH:37]=[CH:36][C:35]([C:38]([P:41](=[O:48])([O:45][CH2:46][CH3:47])[O:42][CH2:43][CH3:44])(C)[CH3:39])=[CH:34][CH:33]=1)([O-:31])=[O:30], predict the reaction product. The product is: [N+:29]([C:32]1[CH:37]=[CH:36][C:35]([CH:38]([P:41](=[O:48])([O:42][CH2:43][CH3:44])[O:45][CH2:46][CH3:47])[CH3:39])=[CH:34][CH:33]=1)([O-:31])=[O:30].